This data is from Reaction yield outcomes from USPTO patents with 853,638 reactions. The task is: Predict the reaction yield, written as a fraction of the theoretical maximum amount of product (1.0 means a 100% yield; for example, 0.34 means a 34% yield). (1) The reactants are N([O-])=O.[Na+].[ClH:5].[CH3:6][S:7][C:8]1[N:9]=[CH:10][C:11](N)=[N:12][CH:13]=1. The catalyst is O. The product is [Cl:5][C:11]1[CH:10]=[N:9][C:8]([S:7][CH3:6])=[CH:13][N:12]=1. The yield is 0.260. (2) The reactants are [CH2:1]([N:3]1[C:11]2[C:6](=[C:7]([OH:13])[CH:8]=[C:9]([F:12])[CH:10]=2)[C:5]([CH2:14][C:15]([OH:17])=O)=[CH:4]1)[CH3:2].[NH:18]1[CH2:23][CH2:22][O:21][CH2:20][CH2:19]1.C(N(CC)CC)C.F[P-](F)(F)(F)(F)F.N1(O[P+](N(C)C)(N(C)C)N(C)C)C2C=CC=CC=2N=N1. The catalyst is CN(C=O)C.O. The product is [CH2:1]([N:3]1[C:11]2[C:6](=[C:7]([OH:13])[CH:8]=[C:9]([F:12])[CH:10]=2)[C:5]([CH2:14][C:15]([N:18]2[CH2:23][CH2:22][O:21][CH2:20][CH2:19]2)=[O:17])=[CH:4]1)[CH3:2]. The yield is 0.910.